From a dataset of Full USPTO retrosynthesis dataset with 1.9M reactions from patents (1976-2016). Predict the reactants needed to synthesize the given product. (1) Given the product [CH:23](/[C:29]1[C:38]2[O:37][CH2:36][CH2:35][C:34](=[O:39])[C:33]=2[CH:32]=[CH:31][C:19]=1[SH:20])=[CH:24]\[CH:25]=[CH:26]\[CH:27]=[CH2:28], predict the reactants needed to synthesize it. The reactants are: C(N(CC)CC)C.CN(C1C=CC=CN=1)C.CN(C)[C:19](Cl)=[S:20].[CH:23](/[C:29]1[C:38]2[O:37][CH2:36][CH2:35][C:34](=[O:39])[C:33]=2[CH:32]=[CH:31]C=1O)=[CH:24]\[CH:25]=[CH:26]\[CH:27]=[CH2:28]. (2) Given the product [C:21]1([C:27]2[N:28]=[C:29]([N:32]3[CH2:37][CH2:36][N:35]([C:13]([NH:12][C:9]4[CH:8]=[CH:7][C:6]([NH:5][C:1](=[O:4])[CH2:2][CH3:3])=[CH:11][CH:10]=4)=[O:20])[CH2:34][CH2:33]3)[S:30][CH:31]=2)[CH:22]=[CH:23][CH:24]=[CH:25][CH:26]=1, predict the reactants needed to synthesize it. The reactants are: [C:1]([NH:5][C:6]1[CH:11]=[CH:10][C:9]([NH:12][C:13](=[O:20])OCC(Cl)(Cl)Cl)=[CH:8][CH:7]=1)(=[O:4])[CH2:2][CH3:3].[C:21]1([C:27]2[N:28]=[C:29]([N:32]3[CH2:37][CH2:36][NH:35][CH2:34][CH2:33]3)[S:30][CH:31]=2)[CH:26]=[CH:25][CH:24]=[CH:23][CH:22]=1.C(N(C(C)C)CC)(C)C.CS(C)=O.